This data is from Forward reaction prediction with 1.9M reactions from USPTO patents (1976-2016). The task is: Predict the product of the given reaction. (1) Given the reactants [C:1]([C:3]1[CH:8]=[CH:7][C:6]([CH2:9][CH2:10][C:11]([NH:13][C:14]2[CH:15]=[C:16]([CH:22]=[CH:23][C:24]=2[CH:25]=O)[C:17]([O:19][CH2:20]C)=[O:18])=O)=[CH:5][CH:4]=1)#[N:2].[NH3:27], predict the reaction product. The product is: [C:1]([C:3]1[CH:8]=[CH:7][C:6]([CH2:9][CH2:10][C:11]2[N:27]=[CH:25][C:24]3[C:14](=[CH:15][C:16]([C:17]([O:19][CH3:20])=[O:18])=[CH:22][CH:23]=3)[N:13]=2)=[CH:5][CH:4]=1)#[N:2]. (2) The product is: [N:19]12[CH2:24][CH2:23][CH:22]([CH2:21][CH2:20]1)[C@@H:17]([NH:16][C:11]([C:8]1[O:9][C:10]3[C:2]([Br:1])=[CH:3][CH:4]=[CH:5][C:6]=3[CH:7]=1)=[O:13])[CH2:18]2. Given the reactants [Br:1][C:2]1[C:10]2[O:9][C:8]([C:11]([OH:13])=O)=[CH:7][C:6]=2[CH:5]=[CH:4][CH:3]=1.Cl.Cl.[NH2:16][C@@H:17]1[CH:22]2[CH2:23][CH2:24][N:19]([CH2:20][CH2:21]2)[CH2:18]1.CN(C(ON1N=NC2C=CC=NC1=2)=[N+](C)C)C.F[P-](F)(F)(F)(F)F.C(N(CC)C(C)C)(C)C, predict the reaction product. (3) Given the reactants [CH3:1][C:2]1([CH3:22])[C:11]2[C:6](=[CH:7][CH:8]=[CH:9][CH:10]=2)[CH:5]([C:12]2[CH:17]=[CH:16][C:15]([C:18]([F:21])([F:20])[F:19])=[CH:14][CH:13]=2)[NH:4][CH2:3]1.[CH:23]([N:26]=[C:27]=[O:28])([CH3:25])[CH3:24], predict the reaction product. The product is: [CH:23]([NH:26][C:27]([N:4]1[CH2:3][C:2]([CH3:22])([CH3:1])[C:11]2[C:6](=[CH:7][CH:8]=[CH:9][CH:10]=2)[CH:5]1[C:12]1[CH:17]=[CH:16][C:15]([C:18]([F:21])([F:19])[F:20])=[CH:14][CH:13]=1)=[O:28])([CH3:25])[CH3:24]. (4) Given the reactants C(N(CC)CC)C.[NH2:8][C@@H:9]([CH2:12][CH3:13])[CH2:10][OH:11].[N+:14]([C:17]1[CH:22]=[CH:21][CH:20]=[CH:19][C:18]=1[S:23](Cl)(=[O:25])=[O:24])([O-:16])=[O:15].C(=O)([O-])O.[Na+], predict the reaction product. The product is: [OH:11][CH2:10][C@@H:9]([NH:8][S:23]([C:18]1[CH:19]=[CH:20][CH:21]=[CH:22][C:17]=1[N+:14]([O-:16])=[O:15])(=[O:24])=[O:25])[CH2:12][CH3:13]. (5) Given the reactants [Br:1][C:2]1[C:3](Cl)=[C:4]2[N:11]=[CH:10][NH:9][C:5]2=[N:6][C:7]=1[CH3:8].[F-:13].[K+].C1OCCOCCOCCOCCOCCOC1, predict the reaction product. The product is: [Br:1][C:2]1[C:3]([F:13])=[C:4]2[N:11]=[CH:10][NH:9][C:5]2=[N:6][C:7]=1[CH3:8]. (6) Given the reactants [OH:1][C:2]1[C:3](=O)[C:4]2[C:9]([C:10](=[O:12])[CH:11]=1)=[CH:8][CH:7]=[CH:6][CH:5]=2.[OH-].[Na+].Cl.[CH3:17][O:18][NH2:19], predict the reaction product. The product is: [CH3:17][O:18][N:19]=[C:3]1[C:4]2[C:9](=[CH:8][CH:7]=[CH:6][CH:5]=2)[C:10](=[O:12])[CH:11]=[C:2]1[OH:1]. (7) Given the reactants N1C=CC=CC=1.Br[CH:8](Br)[C:9]1[CH:10]=[CH:11][C:12]([C:15](=[O:24])[C:16]2[CH:21]=[C:20]([F:22])[CH:19]=[CH:18][C:17]=2[F:23])=[N:13][CH:14]=1.[CH2:26]([OH:29])[CH2:27][OH:28].[BH4-].[Na+], predict the reaction product. The product is: [F:23][C:17]1[CH:18]=[CH:19][C:20]([F:22])=[CH:21][C:16]=1[CH:15]([OH:24])[C:12]1[CH:11]=[CH:10][C:9]([CH:8]2[O:29][CH2:26][CH2:27][O:28]2)=[CH:14][N:13]=1.